From a dataset of NCI-60 drug combinations with 297,098 pairs across 59 cell lines. Regression. Given two drug SMILES strings and cell line genomic features, predict the synergy score measuring deviation from expected non-interaction effect. (1) Drug 1: C1CC(=O)NC(=O)C1N2CC3=C(C2=O)C=CC=C3N. Drug 2: CC12CCC3C(C1CCC2OP(=O)(O)O)CCC4=C3C=CC(=C4)OC(=O)N(CCCl)CCCl.[Na+]. Cell line: RXF 393. Synergy scores: CSS=-0.712, Synergy_ZIP=-2.38, Synergy_Bliss=-5.97, Synergy_Loewe=-5.29, Synergy_HSA=-5.21. (2) Drug 1: C1=CC=C(C=C1)NC(=O)CCCCCCC(=O)NO. Drug 2: B(C(CC(C)C)NC(=O)C(CC1=CC=CC=C1)NC(=O)C2=NC=CN=C2)(O)O. Cell line: NCI-H226. Synergy scores: CSS=13.0, Synergy_ZIP=2.65, Synergy_Bliss=3.18, Synergy_Loewe=-17.1, Synergy_HSA=-3.19. (3) Drug 1: CNC(=O)C1=CC=CC=C1SC2=CC3=C(C=C2)C(=NN3)C=CC4=CC=CC=N4. Drug 2: CC1C(C(CC(O1)OC2CC(OC(C2O)C)OC3=CC4=CC5=C(C(=O)C(C(C5)C(C(=O)C(C(C)O)O)OC)OC6CC(C(C(O6)C)O)OC7CC(C(C(O7)C)O)OC8CC(C(C(O8)C)O)(C)O)C(=C4C(=C3C)O)O)O)O. Cell line: HL-60(TB). Synergy scores: CSS=30.7, Synergy_ZIP=13.3, Synergy_Bliss=19.0, Synergy_Loewe=19.9, Synergy_HSA=19.0. (4) Drug 1: C1CCC(CC1)NC(=O)N(CCCl)N=O. Drug 2: CC1CCCC2(C(O2)CC(NC(=O)CC(C(C(=O)C(C1O)C)(C)C)O)C(=CC3=CSC(=N3)C)C)C. Cell line: DU-145. Synergy scores: CSS=3.36, Synergy_ZIP=-1.38, Synergy_Bliss=-0.970, Synergy_Loewe=-3.70, Synergy_HSA=-3.20. (5) Drug 1: C#CCC(CC1=CN=C2C(=N1)C(=NC(=N2)N)N)C3=CC=C(C=C3)C(=O)NC(CCC(=O)O)C(=O)O. Drug 2: C(CCl)NC(=O)N(CCCl)N=O. Cell line: BT-549. Synergy scores: CSS=0.223, Synergy_ZIP=0.220, Synergy_Bliss=3.73, Synergy_Loewe=0.565, Synergy_HSA=0.557. (6) Drug 1: CNC(=O)C1=NC=CC(=C1)OC2=CC=C(C=C2)NC(=O)NC3=CC(=C(C=C3)Cl)C(F)(F)F. Drug 2: C(CN)CNCCSP(=O)(O)O. Cell line: SK-MEL-28. Synergy scores: CSS=0.374, Synergy_ZIP=2.75, Synergy_Bliss=6.24, Synergy_Loewe=5.33, Synergy_HSA=1.20. (7) Drug 1: COCCOC1=C(C=C2C(=C1)C(=NC=N2)NC3=CC=CC(=C3)C#C)OCCOC.Cl. Drug 2: CC1C(C(CC(O1)OC2CC(CC3=C2C(=C4C(=C3O)C(=O)C5=C(C4=O)C(=CC=C5)OC)O)(C(=O)CO)O)N)O.Cl. Cell line: CCRF-CEM. Synergy scores: CSS=50.3, Synergy_ZIP=-0.937, Synergy_Bliss=-0.216, Synergy_Loewe=2.04, Synergy_HSA=3.47.